Task: Predict which catalyst facilitates the given reaction.. Dataset: Catalyst prediction with 721,799 reactions and 888 catalyst types from USPTO (1) Reactant: [Br:1][C:2]1[C:3]([OH:11])=[C:4]([CH:7]=[C:8]([F:10])[CH:9]=1)C=O.C1C=C(Cl)C=C(C(OO)=[O:20])C=1.[OH-].[Na+].Cl. Product: [Br:1][C:2]1[CH:9]=[C:8]([F:10])[CH:7]=[C:4]([OH:20])[C:3]=1[OH:11]. The catalyst class is: 61. (2) Reactant: [CH3:1][S:2][C:3]1[S:4][C:5]2[CH:11]=[C:10]([CH2:12][NH:13][C:14]3[C:15]([NH2:24])=[CH:16][C:17]([C:20]([F:23])([F:22])[F:21])=[CH:18][CH:19]=3)[CH:9]=[CH:8][C:6]=2[N:7]=1.[CH:25](OCC)(OCC)OCC. Product: [CH3:1][S:2][C:3]1[S:4][C:5]2[CH:11]=[C:10]([CH2:12][N:13]3[C:14]4[CH:19]=[CH:18][C:17]([C:20]([F:23])([F:21])[F:22])=[CH:16][C:15]=4[N:24]=[CH:25]3)[CH:9]=[CH:8][C:6]=2[N:7]=1. The catalyst class is: 106.